Dataset: Reaction yield outcomes from USPTO patents with 853,638 reactions. Task: Predict the reaction yield, written as a fraction of the theoretical maximum amount of product (1.0 means a 100% yield; for example, 0.34 means a 34% yield). (1) The reactants are [Br:1][C:2]1[CH:3]=[C:4]([N:22]([CH3:29])[CH:23]2[CH2:28][CH2:27][NH:26][CH2:25][CH2:24]2)[C:5]([CH3:21])=[C:6]([CH:20]=1)[C:7]([NH:9][CH2:10][C:11]1[C:12](=[O:19])[NH:13][C:14]([CH3:18])=[CH:15][C:16]=1[CH3:17])=[O:8].CCN=C=NCCCN(C)C.Cl.C1C=CC2N(O)N=NC=2C=1.C(N(CC)CC)C.[C:59](O)(=[O:64])[C:60]([CH3:63])([CH3:62])[CH3:61]. The catalyst is CN(C=O)C.O. The product is [Br:1][C:2]1[CH:3]=[C:4]([N:22]([CH3:29])[CH:23]2[CH2:28][CH2:27][N:26]([C:59](=[O:64])[C:60]([CH3:63])([CH3:62])[CH3:61])[CH2:25][CH2:24]2)[C:5]([CH3:21])=[C:6]([CH:20]=1)[C:7]([NH:9][CH2:10][C:11]1[C:12](=[O:19])[NH:13][C:14]([CH3:18])=[CH:15][C:16]=1[CH3:17])=[O:8]. The yield is 0.560. (2) The reactants are [CH:1]1[C:13]2[NH:12][C:11]3[C:6](=[CH:7][CH:8]=[CH:9][CH:10]=3)[C:5]=2[CH:4]=[CH:3][CH:2]=1.Br[C:15]1[CH:28]=[CH:27][C:18]2[O:19][C:20]3[CH:25]=[CH:24][C:23]([Br:26])=[CH:22][C:21]=3[C:17]=2[CH:16]=1.C(=O)([O-])[O-].[K+].[K+].C1OCCOCCOCCOCCOCCOC1. The catalyst is [Cu].ClC1C=CC=CC=1Cl. The product is [Br:26][C:23]1[CH:24]=[CH:25][C:20]2[O:19][C:18]3[CH:27]=[CH:28][C:15]([N:12]4[C:11]5[CH:10]=[CH:9][CH:8]=[CH:7][C:6]=5[C:5]5[C:13]4=[CH:1][CH:2]=[CH:3][CH:4]=5)=[CH:16][C:17]=3[C:21]=2[CH:22]=1. The yield is 0.300. (3) The reactants are [Cl:1][C:2]1[CH:6]=[CH:5][S:4][C:3]=1[C:7]([OH:9])=O.[CH3:10][NH:11][C:12]1[N:17]=[C:16]([CH2:18][CH2:19][O:20][C:21]2[CH:22]=[CH:23][C:24]([CH2:27][C@@H:28]([C:30]([O:32]C)=[O:31])[NH2:29])=[N:25][CH:26]=2)[CH:15]=[CH:14][CH:13]=1.OP=O.CCN=C=NCCCN(C)C.C([O-])(O)=O.[Na+].[OH-].[Na+]. The catalyst is C(Cl)Cl.CN(C=O)C. The product is [Cl:1][C:2]1[CH:6]=[CH:5][S:4][C:3]=1[C:7]([NH:29][C@H:28]([C:30]([OH:32])=[O:31])[CH2:27][C:24]1[CH:23]=[CH:22][C:21]([O:20][CH2:19][CH2:18][C:16]2[CH:15]=[CH:14][CH:13]=[C:12]([NH:11][CH3:10])[N:17]=2)=[CH:26][N:25]=1)=[O:9]. The yield is 0.530. (4) The reactants are Br[C:2]1[CH:3]=[C:4]([CH:9]=[CH:10][C:11]=1[O:12][CH:13]1[CH2:18][CH2:17][CH2:16][CH2:15][O:14]1)[C:5]([O:7][CH3:8])=[O:6].COC1C=CC=C(OC)[C:26]=1[C:27]1[CH:28]=[CH:29]C=C[C:32]=1P(C1CCCCC1)C1CCCCC1.P([O-])([O-])([O-])=O.[K+].[K+].[K+].[CH3:56]N(C=O)C. The catalyst is O.C([O-])(=O)C.[Pd+2].C([O-])(=O)C. The product is [CH3:32][C:27]([C:28]([C:2]1[CH:3]=[C:4]([CH:9]=[CH:10][C:11]=1[O:12][CH:13]1[CH2:18][CH2:17][CH2:16][CH2:15][O:14]1)[C:5]([O:7][CH3:8])=[O:6])=[CH2:29])([CH3:26])[CH3:56]. The yield is 0.990. (5) The reactants are [N:1]1[C:10]2[C:5](=[CH:6][CH:7]=[CH:8][CH:9]=2)[CH:4]=[CH:3][C:2]=1[CH2:11][CH2:12][NH2:13].[CH3:14][N:15]1[CH:20]=[C:19]([CH2:21]Cl)[C:18]([C:23](OC)=[O:24])=[C:17]([Cl:27])[C:16]1=[O:28]. The catalyst is CCO. The product is [Cl:27][C:17]1[C:16](=[O:28])[N:15]([CH3:14])[CH:20]=[C:19]2[CH2:21][N:13]([CH2:12][CH2:11][C:2]3[CH:3]=[CH:4][C:5]4[C:10](=[CH:9][CH:8]=[CH:7][CH:6]=4)[N:1]=3)[C:23](=[O:24])[C:18]=12. The yield is 0.382. (6) The reactants are Br[C:2]1[CH:7]=[CH:6][C:5]([CH:8]2[CH2:13][CH2:12][CH2:11][N:10]([C:14]([O:16][C:17]([CH3:20])([CH3:19])[CH3:18])=[O:15])[CH2:9]2)=[CH:4][CH:3]=1.[B:21]1([B:21]2[O:25][C:24]([CH3:27])([CH3:26])[C:23]([CH3:29])([CH3:28])[O:22]2)[O:25][C:24]([CH3:27])([CH3:26])[C:23]([CH3:29])([CH3:28])[O:22]1. No catalyst specified. The product is [CH3:28][C:23]1([CH3:29])[C:24]([CH3:27])([CH3:26])[O:25][B:21]([C:2]2[CH:7]=[CH:6][C:5]([CH:8]3[CH2:13][CH2:12][CH2:11][N:10]([C:14]([O:16][C:17]([CH3:20])([CH3:19])[CH3:18])=[O:15])[CH2:9]3)=[CH:4][CH:3]=2)[O:22]1. The yield is 0.480. (7) The reactants are CO[C:3]1[CH:4]=[CH:5][C:6]([CH:9]=[O:10])=[CH:7][CH:8]=1.[C:11]([O-:14])([O-])=O.[K+].[K+].CC1C=CC(S([CH2:27][N+:28]#[C-:29])(=O)=O)=CC=1. The catalyst is CO. The product is [CH3:11][O:14][C:7]1[CH:8]=[CH:3][CH:4]=[CH:5][C:6]=1[C:9]1[O:10][CH:29]=[N:28][CH:27]=1. The yield is 0.830.